Dataset: Full USPTO retrosynthesis dataset with 1.9M reactions from patents (1976-2016). Task: Predict the reactants needed to synthesize the given product. (1) Given the product [CH:1]1([O:6][C:8]2[CH:9]=[CH:10][C:11]([N+:23]([O-:25])=[O:24])=[C:12]([CH2:14][NH:15][C:16](=[O:22])[O:17][C:18]([CH3:21])([CH3:19])[CH3:20])[CH:13]=2)[CH2:5][CH2:4][CH2:3][CH2:2]1, predict the reactants needed to synthesize it. The reactants are: [CH:1]1([OH:6])[CH2:5][CH2:4][CH2:3][CH2:2]1.Cl[C:8]1[CH:9]=[CH:10][C:11]([N+:23]([O-:25])=[O:24])=[C:12]([CH2:14][NH:15][C:16](=[O:22])[O:17][C:18]([CH3:21])([CH3:20])[CH3:19])[CH:13]=1.[H-].[Na+]. (2) Given the product [CH3:51][C:48]1[CH:49]=[CH:50][C:45]([NH:44][C:41]([C:33]2[C:32]3[C:36](=[CH:37][C:29]([Cl:28])=[CH:30][CH:31]=3)[N:35]([CH:38]([CH3:39])[CH3:40])[CH:34]=2)=[O:43])=[N:46][CH:47]=1, predict the reactants needed to synthesize it. The reactants are: C1(P(C2C=CC=CC=2)C2C=CC=CC=2)C=CC=CC=1.BrN1C(=O)CCC1=O.[Cl:28][C:29]1[CH:37]=[C:36]2[C:32]([C:33]([C:41]([OH:43])=O)=[CH:34][N:35]2[CH:38]([CH3:40])[CH3:39])=[CH:31][CH:30]=1.[NH2:44][C:45]1[CH:50]=[CH:49][C:48]([CH3:51])=[CH:47][N:46]=1.C(=O)(O)[O-].[Na+].